Dataset: Full USPTO retrosynthesis dataset with 1.9M reactions from patents (1976-2016). Task: Predict the reactants needed to synthesize the given product. (1) Given the product [CH:23]12[NH:25][CH:20]([CH2:21][CH2:22]1)[CH2:19][CH:18]([N:6]1[C:5]3[CH:4]=[CH:3][C:2]([Br:1])=[CH:15][C:14]=3[S:13][C:12]3[C:7]1=[CH:8][CH:9]=[CH:10][C:11]=3[O:16][CH3:17])[CH2:24]2, predict the reactants needed to synthesize it. The reactants are: [Br:1][C:2]1[CH:3]=[CH:4][C:5]2[N:6]([CH:18]3[CH2:24][CH:23]4[N:25](C)[CH:20]([CH2:21][CH2:22]4)[CH2:19]3)[C:7]3[C:12]([S:13][C:14]=2[CH:15]=1)=[C:11]([O:16][CH3:17])[CH:10]=[CH:9][CH:8]=3.BrC1C=CC2N(C3CC4N(C)C(CC4)C3)C3C(SC=2C=1)=CC=CC=3. (2) Given the product [C:39]([Si:36]([CH3:38])([CH3:37])[O:8][C:1]1[CH2:7][CH2:6][CH2:5][CH2:4][C:3](=[CH:54][C:55]2[CH:62]=[CH:61][CH:60]=[CH:59][C:56]=2[CH3:57])[CH:2]=1)([CH3:42])([CH3:41])[CH3:40], predict the reactants needed to synthesize it. The reactants are: [C:1]1(=[O:8])[CH2:7][CH2:6][CH2:5][CH2:4][CH:3]=[CH:2]1.C1(P(C2C=CC=CC=2)C2C=CC=CC=2)C=CC=CC=1.O([Si:36]([C:39]([CH3:42])([CH3:41])[CH3:40])([CH3:38])[CH3:37])S(C(F)(F)F)(=O)=O.[Li]CCCC.CCCCCC.[CH3:54][C:55]1[CH:62]=[CH:61][CH:60]=[CH:59][C:56]=1[CH:57]=O. (3) Given the product [C:42]([C:23]1[CH:22]=[C:21]([C:16]2[C:15](=[O:46])[N:14]([CH2:13][O:12][C:10](=[O:11])[C@@H:9]([NH2:8])[CH:47]([CH3:48])[CH3:49])[CH:19]=[C:18]([F:20])[CH:17]=2)[CH:26]=[C:25](/[CH:27]=[CH:28]/[C:29]2[CH:34]=[CH:33][C:32]([NH:35][S:36]([CH3:39])(=[O:38])=[O:37])=[CH:31][CH:30]=2)[C:24]=1[O:40][CH3:41])([CH3:43])([CH3:45])[CH3:44], predict the reactants needed to synthesize it. The reactants are: C(OC([NH:8][C@@H:9]([CH:47]([CH3:49])[CH3:48])[C:10]([O:12][CH2:13][N:14]1[CH:19]=[C:18]([F:20])[CH:17]=[C:16]([C:21]2[CH:26]=[C:25](/[CH:27]=[CH:28]/[C:29]3[CH:34]=[CH:33][C:32]([NH:35][S:36]([CH3:39])(=[O:38])=[O:37])=[CH:31][CH:30]=3)[C:24]([O:40][CH3:41])=[C:23]([C:42]([CH3:45])([CH3:44])[CH3:43])[CH:22]=2)[C:15]1=[O:46])=[O:11])=O)(C)(C)C.Cl.O1CCOCC1. (4) The reactants are: [OH-].[Na+].[NH2:3][C:4]1[C:8]([C:9]([O:11]CC)=[O:10])=[CH:7][N:6]([C:14]2[N:19]=[CH:18][CH:17]=[CH:16][N:15]=2)[N:5]=1.O. Given the product [NH2:3][C:4]1[C:8]([C:9]([OH:11])=[O:10])=[CH:7][N:6]([C:14]2[N:19]=[CH:18][CH:17]=[CH:16][N:15]=2)[N:5]=1, predict the reactants needed to synthesize it. (5) Given the product [NH2:1][C:2]1[CH:7]=[C:6]([C:8]#[N:9])[C:5]([Cl:10])=[CH:4][N:3]=1.[NH2:1][C:2]1[C:7]([Cl:10])=[C:6]([C:8]#[N:9])[CH:5]=[CH:4][N:3]=1, predict the reactants needed to synthesize it. The reactants are: [NH2:1][C:2]1[CH:7]=[C:6]([C:8]#[N:9])[CH:5]=[CH:4][N:3]=1.[Cl:10]N1C(=O)CCC1=O.C(=O)([O-])O.[Na+].